Dataset: Tyrosyl-DNA phosphodiesterase HTS with 341,365 compounds. Task: Binary Classification. Given a drug SMILES string, predict its activity (active/inactive) in a high-throughput screening assay against a specified biological target. (1) The drug is S=c1n(c(n[nH]1)CCCCCCC)Cc1ccccc1. The result is 0 (inactive). (2) The molecule is [O-][N+](=O)c1ccc(n2ccnc2)cc1. The result is 0 (inactive). (3) The drug is O1C(=C(C2(c3c(NC2=O)cccc3)C(=C1N)C(OC(C)C)=O)C(=O)C)C. The result is 0 (inactive).